This data is from Drug-target binding data from BindingDB using IC50 measurements. The task is: Regression. Given a target protein amino acid sequence and a drug SMILES string, predict the binding affinity score between them. We predict pIC50 (pIC50 = -log10(IC50 in M); higher means more potent). Dataset: bindingdb_ic50. (1) The compound is CCN1CCN(c2ccc(NC(=O)c3ccc(OC)cc3)cc2Cl)CC1. The pIC50 is 5.0. The target protein (P08912) has sequence MEGDSYHNATTVNGTPVNHQPLERHRLWEVITIAAVTAVVSLITIVGNVLVMISFKVNSQLKTVNNYYLLSLACADLIIGIFSMNLYTTYILMGRWALGSLACDLWLALDYVASNASVMNLLVISFDRYFSITRPLTYRAKRTPKRAGIMIGLAWLISFILWAPAILCWQYLVGKRTVPLDECQIQFLSEPTITFGTAIAAFYIPVSVMTILYCRIYRETEKRTKDLADLQGSDSVTKAEKRKPAHRALFRSCLRCPRPTLAQRERNQASWSSSRRSTSTTGKPSQATGPSANWAKAEQLTTCSSYPSSEDEDKPATDPVLQVVYKSQGKESPGEEFSAEETEETFVKAETEKSDYDTPNYLLSPAAAHRPKSQKCVAYKFRLVVKADGNQETNNGCHKVKIMPCPFPVAKEPSTKGLNPNPSHQMTKRKRVVLVKERKAAQTLSAILLAFIITWTPYNIMVLVSTFCDKCVPVTLWHLGYWLCYVNSTVNPICYALCNR.... (2) The drug is O=S(=O)(c1cccc2cnccc12)N1CCCNCC1. The target protein sequence is MGNAAAAKKGSEQESVKEFLAKAKEDFLKKWENPAQNTAHLDQFERIKTIGTGSFGRVMLVKHMETGNHYAMKILDKQKVVKLKQIEHTLNEKRILQAVNFPFLVKLEFSFKDNSNLYMVMEYVPGGEMFSHLRRIGRFSEPHARFYAAQIVLTFEYLHSLDLIYRDLKPENLLIDQQGYIQVTDFGFAKRVKGRTWTLCGTPEYLAPEIILSKGYNKAVDWWALGVLIYEMAAGYPPFFADQPIQIYEKIVSGKVRFPSHFSSDLKDLLRNLLQVDLTKRFGNLKNGVNDIKNHKWFATTDWIAIYQRKVEAPFIPKFKGPGDTSNFDDYEEEEIRVSINEKCGKEFSEF. The pIC50 is 6.0. (3) The compound is COc1cccc(CC(=O)N2Cc3ccc(S(=O)(=O)Nc4cnn(C)n4)cc3C2)c1. The target protein (Q09327) has sequence MKMRRYKLFLMFCMAGLCLISFLHFFKTLSYVTFPRELASLSPNLVSSFFWNNAPVTPQASPEPGGPDLLRTPLYSHSPLLQPLPPSKAAEELHRVDLVLPEDTTEYFVRTKAGGVCFKPGTKMLERPPPGRPEEKPEGANGSSARRPPRYLLSARERTGGRGARRKWVECVCLPGWHGPSCGVPTVVQYSNLPTKERLVPREVPRRVINAINVNHEFDLLDVRFHELGDVVDAFVVCESNFTAYGEPRPLKFREMLTNGTFEYIRHKVLYVFLDHFPPGGRQDGWIADDYLRTFLTQDGVSRLRNLRPDDVFIIDDADEIPARDGVLFLKLYDGWTEPFAFHMRKSLYGFFWKQPGTLEVVSGCTVDMLQAVYGLDGIRLRRRQYYTMPNFRQYENRTGHILVQWSLGSPLHFAGWHCSWCFTPEGIYFKLVSAQNGDFPRWGDYEDKRDLNYIRGLIRTGGWFDGTQQEYPPADPSEHMYAPKYLLKNYDRFHYLLDN.... The pIC50 is 5.4. (4) The small molecule is COc1ccccc1OCCNCC(O)COc1cccc2[nH]c3ccccc3c12. The target protein (O95069) has sequence MLPSASRERPGYRAGVAAPDLLDPKSAAQNSKPRLSFSTKPTVLASRVESDTTINVMKWKTVSTIFLVVVLYLIIGATVFKALEQPHEISQRTTIVIQKQTFISQHSCVNSTELDELIQQIVAAINAGIIPLGNTSNQISHWDLGSSFFFAGTVITTIGFGNISPRTEGGKIFCIIYALLGIPLFGFLLAGVGDQLGTIFGKGIAKVEDTFIKWNVSQTKIRIISTIIFILFGCVLFVALPAIIFKHIEGWSALDAIYFVVITLTTIGFGDYVAGGSDIEYLDFYKPVVWFWILVGLAYFAAVLSMIGDWLRVISKKTKEEVGEFRAHAAEWTANVTAEFKETRRRLSVEIYDKFQRATSIKRKLSAELAGNHNQELTPCRRTLSVNHLTSERDVLPPLLKTESIYLNGLTPHCAGEEIAVIENIK. The pIC50 is 4.7.